This data is from Reaction yield outcomes from USPTO patents with 853,638 reactions. The task is: Predict the reaction yield, written as a fraction of the theoretical maximum amount of product (1.0 means a 100% yield; for example, 0.34 means a 34% yield). The reactants are [CH3:1][O:2][C:3](=[O:27])[CH:4]([C:16]1[CH:21]=[CH:20][C:19]([S:22]([CH3:25])(=[O:24])=[O:23])=[C:18]([Cl:26])[CH:17]=1)[CH2:5][CH:6]1[CH2:10][CH2:9][C:8]2(OCCC[O:11]2)[CH2:7]1.Cl. The catalyst is O1CCCC1. The product is [CH3:1][O:2][C:3](=[O:27])[CH:4]([C:16]1[CH:21]=[CH:20][C:19]([S:22]([CH3:25])(=[O:24])=[O:23])=[C:18]([Cl:26])[CH:17]=1)[CH2:5][CH:6]1[CH2:10][CH2:9][C:8](=[O:11])[CH2:7]1. The yield is 0.990.